This data is from Forward reaction prediction with 1.9M reactions from USPTO patents (1976-2016). The task is: Predict the product of the given reaction. (1) Given the reactants [CH3:1][C:2]1[C:7]([OH:8])=[C:6]([C:9]#[N:10])[C:5]([CH2:11][O:12]C(=O)C)=[CH:4][N:3]=1.CO.[ClH:18], predict the reaction product. The product is: [CH3:1][C:2]1[C:7]([OH:8])=[C:6]([CH2:9][NH2:10])[C:5]([CH2:11][OH:12])=[CH:4][N:3]=1.[ClH:18].[ClH:18]. (2) Given the reactants Cl.[CH:2]1([CH2:5][O:6][C:7]2[CH:12]=[C:11]([F:13])[C:10]([O:14][CH3:15])=[CH:9][C:8]=2[C:16]2[C:17]3[NH:25][C:24]([CH3:26])=[C:23]([C:27]([NH:29][CH:30]4[CH2:35][CH2:34][NH:33][CH2:32][CH2:31]4)=[O:28])[C:18]=3[N:19]=[C:20]([CH3:22])[N:21]=2)[CH2:4][CH2:3]1.[C:36](Cl)(=[O:39])[CH2:37][CH3:38], predict the reaction product. The product is: [CH:2]1([CH2:5][O:6][C:7]2[CH:12]=[C:11]([F:13])[C:10]([O:14][CH3:15])=[CH:9][C:8]=2[C:16]2[C:17]3[NH:25][C:24]([CH3:26])=[C:23]([C:27]([NH:29][CH:30]4[CH2:31][CH2:32][N:33]([C:36](=[O:39])[CH2:37][CH3:38])[CH2:34][CH2:35]4)=[O:28])[C:18]=3[N:19]=[C:20]([CH3:22])[N:21]=2)[CH2:4][CH2:3]1.